This data is from Reaction yield outcomes from USPTO patents with 853,638 reactions. The task is: Predict the reaction yield, written as a fraction of the theoretical maximum amount of product (1.0 means a 100% yield; for example, 0.34 means a 34% yield). (1) The reactants are [I-:1].[Na+].[OH-].[Na+].[Br:5][C:6]1[CH:11]=[CH:10][CH:9]=[CH:8][C:7]=1[OH:12].[O-]Cl.[Na+].S([O-])([O-])(=O)=S.[Na+].[Na+].Cl. The catalyst is CO. The product is [Br:5][C:6]1[CH:11]=[C:10]([I:1])[CH:9]=[CH:8][C:7]=1[OH:12]. The yield is 0.520. (2) The reactants are N[C:2]1[CH:7]=[CH:6][C:5]([O:8][C:9]2[CH:13]=[C:12]([CH3:14])[NH:11][N:10]=2)=[CH:4][C:3]=1[C:15]([F:18])([F:17])[F:16].N([O-])=O.[Na+].[PH2](O)=O.[OH-].[Na+]. The catalyst is Cl.O. The product is [CH3:14][C:12]1[NH:11][N:10]=[C:9]([O:8][C:5]2[CH:6]=[CH:7][CH:2]=[C:3]([C:15]([F:18])([F:16])[F:17])[CH:4]=2)[CH:13]=1. The yield is 0.780. (3) The reactants are Br[C:2]1[C:3]([NH2:14])=[N:4][CH:5]=[C:6]([C:8]2[CH:13]=[CH:12][CH:11]=[CH:10][CH:9]=2)[N:7]=1.C(N(CC)CC)C. The catalyst is C(OCC)(=O)C.[OH-].[OH-].[Pd+2]. The product is [NH2:14][C:3]1[CH:2]=[N:7][C:6]([C:8]2[CH:13]=[CH:12][CH:11]=[CH:10][CH:9]=2)=[CH:5][N:4]=1. The yield is 0.750. (4) The reactants are [Cl:1][C:2]1[CH:3]=[CH:4][C:5]([NH:18][CH2:19][CH:20]2[CH2:25][CH2:24][NH:23][CH2:22][CH2:21]2)=[C:6]([CH:17]=1)[C:7]([NH:9][C:10]1[CH:15]=[CH:14][C:13]([Cl:16])=[CH:12][N:11]=1)=[O:8].Br[CH2:27][C:28]([O:30][CH2:31][CH3:32])=[O:29].C(N(CC)CC)C. The catalyst is CN(C)C=O. The product is [Cl:1][C:2]1[CH:3]=[CH:4][C:5]([NH:18][CH2:19][CH:20]2[CH2:21][CH2:22][N:23]([CH2:27][C:28]([O:30][CH2:31][CH3:32])=[O:29])[CH2:24][CH2:25]2)=[C:6]([CH:17]=1)[C:7]([NH:9][C:10]1[CH:15]=[CH:14][C:13]([Cl:16])=[CH:12][N:11]=1)=[O:8]. The yield is 0.510. (5) The reactants are [CH2:1]([O:8][C:9]([NH:11][C@@H:12]([CH:16]([CH3:18])[CH3:17])[C:13]([OH:15])=O)=[O:10])[C:2]1[CH:7]=[CH:6][CH:5]=[CH:4][CH:3]=1.C(N1C=CN=C1)(N1C=CN=C1)=O.[NH2:31][CH2:32][C@@H:33]([NH:37][C:38](=[O:44])[O:39][C:40]([CH3:43])([CH3:42])[CH3:41])[CH:34]([CH3:36])[CH3:35]. The catalyst is ClCCl. The product is [CH3:35][CH:34]([CH3:36])[C@H:33]([NH:37][C:38]([O:39][C:40]([CH3:41])([CH3:43])[CH3:42])=[O:44])[CH2:32][NH:31][C:13](=[O:15])[C@@H:12]([NH:11][C:9]([O:8][CH2:1][C:2]1[CH:3]=[CH:4][CH:5]=[CH:6][CH:7]=1)=[O:10])[CH:16]([CH3:18])[CH3:17]. The yield is 0.570. (6) The reactants are [CH3:1][O:2][N:3]=[C:4]1[C:13]2[C:8](=[CH:9][CH:10]=[C:11]([N+:14]([O-])=O)[CH:12]=2)[CH2:7][CH2:6][CH2:5]1. The catalyst is CO.[Pd]. The product is [NH2:14][C:11]1[CH:12]=[C:13]2[C:8]([CH2:7][CH2:6][CH2:5][C:4]2=[N:3][O:2][CH3:1])=[CH:9][CH:10]=1. The yield is 0.960. (7) The reactants are Cl[C:2]1[N:7]=[C:6]([N:8]2[CH2:13][CH2:12][CH:11]([CH3:14])[CH2:10][CH2:9]2)[CH:5]=[CH:4][N:3]=1.[NH2:15][C:16]1[NH:17][N:18]=[C:19]([CH3:21])[CH:20]=1.C(=O)([O-])[O-].[K+].[K+]. The catalyst is C(O)CCC. The product is [CH3:14][CH:11]1[CH2:12][CH2:13][N:8]([C:6]2[CH:5]=[CH:4][N:3]=[C:2]([NH:15][C:16]3[NH:17][N:18]=[C:19]([CH3:21])[CH:20]=3)[N:7]=2)[CH2:9][CH2:10]1. The yield is 0.500. (8) The reactants are [NH2:1][C:2]1[CH:7]=[CH:6][C:5]([NH:8][C:9]2[CH:10]=[CH:11][C:12]([O:24][CH3:25])=[C:13]([C:15]3[CH:20]=[CH:19][CH:18]=[C:17]([C:21](=[O:23])[CH3:22])[CH:16]=3)[CH:14]=2)=[CH:4][CH:3]=1.C(O)(=O)C.[O-:30][C:31]#[N:32].[Na+]. The catalyst is O. The product is [C:21]([C:17]1[CH:16]=[C:15]([C:13]2[C:12]([O:24][CH3:25])=[CH:11][CH:10]=[C:9]([NH:8][C:5]3[CH:4]=[CH:3][C:2]([NH:1][C:31]([NH2:32])=[O:30])=[CH:7][CH:6]=3)[CH:14]=2)[CH:20]=[CH:19][CH:18]=1)(=[O:23])[CH3:22]. The yield is 0.470.